This data is from Forward reaction prediction with 1.9M reactions from USPTO patents (1976-2016). The task is: Predict the product of the given reaction. (1) Given the reactants [NH2:1][C:2]1[CH:10]=[CH:9][CH:8]=[C:7]2[C:3]=1[CH2:4][CH:5]([OH:11])[CH2:6]2.Cl[C:13]1[N:18]=[CH:17][N:16]=[C:15]([C:19]2[CH:24]=[CH:23][C:22]([C:25]([F:28])([F:27])[F:26])=[CH:21][C:20]=2[NH:29][C:30](=[O:36])[O:31][C:32]([CH3:35])([CH3:34])[CH3:33])[CH:14]=1, predict the reaction product. The product is: [OH:11][CH:5]1[CH2:4][C:3]2[C:7](=[CH:8][CH:9]=[CH:10][C:2]=2[NH:1][C:13]2[N:18]=[CH:17][N:16]=[C:15]([C:19]3[CH:24]=[CH:23][C:22]([C:25]([F:28])([F:26])[F:27])=[CH:21][C:20]=3[NH:29][C:30](=[O:36])[O:31][C:32]([CH3:34])([CH3:33])[CH3:35])[CH:14]=2)[CH2:6]1. (2) Given the reactants O1CCCC1[O:6][CH2:7][C:8]([O:10][CH2:11][C@H:12]1[O:40][C@@H:16]([O:17][C:18]2[CH:23]=[C:22]([CH2:24][O:25]C3CCCO3)[CH:21]=[CH:20][C:19]=2[CH2:31][C:32]2[CH:37]=[CH:36][C:35]([CH2:38][CH3:39])=[CH:34][CH:33]=2)[C@H:15]([OH:41])[C@@H:14]([OH:42])[CH2:13]1)=[O:9].CC1C=CC(S(O)(=O)=O)=CC=1, predict the reaction product. The product is: [OH:6][CH2:7][C:8]([O:10][CH2:11][C@H:12]1[O:40][C@@H:16]([O:17][C:18]2[CH:23]=[C:22]([CH2:24][OH:25])[CH:21]=[CH:20][C:19]=2[CH2:31][C:32]2[CH:33]=[CH:34][C:35]([CH2:38][CH3:39])=[CH:36][CH:37]=2)[C@H:15]([OH:41])[C@@H:14]([OH:42])[CH2:13]1)=[O:9]. (3) Given the reactants [Cl:1][C:2]1[C:7]([N:8]2[CH2:13][CH2:12][CH:11]([C:14]3[CH:19]=[CH:18][CH:17]=[C:16]([Cl:20])[C:15]=3[Cl:21])[CH2:10][CH2:9]2)=[CH:6][N:5]=[N:4][C:3]=1[NH:22][NH:23][C:24](=O)[CH2:25][CH:26]1[CH2:28][CH2:27]1.P(Cl)(Cl)(Cl)=O, predict the reaction product. The product is: [Cl:1][C:2]1[C:3]2[N:4]([C:24]([CH2:25][CH:26]3[CH2:28][CH2:27]3)=[N:23][N:22]=2)[N:5]=[CH:6][C:7]=1[N:8]1[CH2:13][CH2:12][CH:11]([C:14]2[CH:19]=[CH:18][CH:17]=[C:16]([Cl:20])[C:15]=2[Cl:21])[CH2:10][CH2:9]1. (4) Given the reactants [F:1][C:2]1[CH:3]=[C:4]2[C:9](=[CH:10][C:11]=1[OH:12])[CH2:8][CH:7]([C:13]([O:15][CH3:16])=[O:14])[CH2:6][CH2:5]2.[N+]([C:20]1[CH:25]=[CH:24][N:23]=[C:22]([NH:26][C:27]([CH:29]2[CH2:31][CH2:30]2)=[O:28])[CH:21]=1)([O-])=O.C(=O)([O-])[O-].[Cs+].[Cs+].CN(C)C=O, predict the reaction product. The product is: [CH:29]1([C:27]([NH:26][C:22]2[CH:21]=[C:20]([O:12][C:11]3[CH:10]=[C:9]4[C:4]([CH2:5][CH2:6][CH:7]([C:13]([O:15][CH3:16])=[O:14])[CH2:8]4)=[CH:3][C:2]=3[F:1])[CH:25]=[CH:24][N:23]=2)=[O:28])[CH2:30][CH2:31]1. (5) Given the reactants Cl[C:2]1[N:7]=[CH:6][N:5]=[C:4]([C:8]([NH:10][C:11]2[CH:16]=[CH:15][C:14]([S:17]([NH:20][CH2:21][CH2:22][CH2:23][C:24]([O:26][CH2:27][CH3:28])=[O:25])(=[O:19])=[O:18])=[CH:13][C:12]=2[CH3:29])=[O:9])[CH:3]=1.C(NC(C)C)(C)C.[CH:37]1([CH2:40][NH:41][CH2:42][CH2:43][CH3:44])[CH2:39][CH2:38]1, predict the reaction product. The product is: [CH:37]1([CH2:40][N:41]([CH2:42][CH2:43][CH3:44])[C:2]2[N:7]=[CH:6][N:5]=[C:4]([C:8]([NH:10][C:11]3[CH:16]=[CH:15][C:14]([S:17]([NH:20][CH2:21][CH2:22][CH2:23][C:24]([O:26][CH2:27][CH3:28])=[O:25])(=[O:19])=[O:18])=[CH:13][C:12]=3[CH3:29])=[O:9])[CH:3]=2)[CH2:39][CH2:38]1. (6) Given the reactants [F:1][C:2]([F:16])([F:15])[C:3]1[CH:10]=[CH:9][C:8]([C:11]([F:14])([F:13])[F:12])=[CH:7][C:4]=1[CH:5]=O.[C:17]([S:21]([NH2:23])=[O:22])([CH3:20])([CH3:19])[CH3:18], predict the reaction product. The product is: [F:1][C:2]([F:16])([F:15])[C:3]1[CH:10]=[CH:9][C:8]([C:11]([F:14])([F:13])[F:12])=[CH:7][C:4]=1/[CH:5]=[N:23]/[S:21]([C:17]([CH3:20])([CH3:19])[CH3:18])=[O:22].